From a dataset of Catalyst prediction with 721,799 reactions and 888 catalyst types from USPTO. Predict which catalyst facilitates the given reaction. (1) Reactant: Br[CH2:2][CH2:3][CH2:4][O:5][C:6]1[C:11]([CH3:12])=[CH:10][C:9]([C:13]2[O:14][C:15]3[N:16]=[C:17]([CH2:26][C:27]4[CH:32]=[CH:31][C:30]([Cl:33])=[CH:29][CH:28]=4)[N:18]=[C:19]([O:22][CH2:23][CH2:24][CH3:25])[C:20]=3[N:21]=2)=[CH:8][C:7]=1[CH3:34].[NH:35]1[CH2:40][CH2:39][O:38][CH2:37][CH2:36]1.C(=O)([O-])[O-].[K+].[K+]. Product: [Cl:33][C:30]1[CH:31]=[CH:32][C:27]([CH2:26][C:17]2[N:18]=[C:19]([O:22][CH2:23][CH2:24][CH3:25])[C:20]3[N:21]=[C:13]([C:9]4[CH:10]=[C:11]([CH3:12])[C:6]([O:5][CH2:4][CH2:3][CH2:2][N:35]5[CH2:40][CH2:39][O:38][CH2:37][CH2:36]5)=[C:7]([CH3:34])[CH:8]=4)[O:14][C:15]=3[N:16]=2)=[CH:28][CH:29]=1. The catalyst class is: 9. (2) Reactant: [CH2:1]([N:8]1[C:17]2[C:12](=[CH:13][C:14]([NH:18][C:19]3[N:28]=[CH:27][C:26]([CH:29]4[CH2:31][CH2:30]4)=[CH:25][C:20]=3[C:21]([O:23]C)=[O:22])=[CH:15][CH:16]=2)[CH2:11][CH2:10][CH2:9]1)[C:2]1[CH:7]=[CH:6][CH:5]=[CH:4][CH:3]=1.[OH-].[Na+]. Product: [CH2:1]([N:8]1[C:17]2[C:12](=[CH:13][C:14]([NH:18][C:19]3[N:28]=[CH:27][C:26]([CH:29]4[CH2:31][CH2:30]4)=[CH:25][C:20]=3[C:21]([OH:23])=[O:22])=[CH:15][CH:16]=2)[CH2:11][CH2:10][CH2:9]1)[C:2]1[CH:3]=[CH:4][CH:5]=[CH:6][CH:7]=1. The catalyst class is: 111. (3) Reactant: [C:1]([O:5][C:6]([NH:8][C@@H:9]([C:13]([O:16][CH3:17])([CH3:15])[CH3:14])[C:10]([OH:12])=[O:11])=[O:7])(C)(C)C.FC(F)(F)C(O)=O.[OH-].[Na+].ClC(OC)=O. Product: [CH3:17][O:16][C:13]([CH3:15])([CH3:14])[C@H:9]([NH:8][C:6]([O:5][CH3:1])=[O:7])[C:10]([OH:12])=[O:11]. The catalyst class is: 91. (4) Product: [Cl:1][C:2]1[CH:11]=[C:10]([O:12][CH:13]([CH3:15])[CH3:14])[C:9]([N:16]2[CH:20]=[CH:19][CH:18]=[N:17]2)=[CH:8][C:3]=1[C:4]([NH2:21])=[O:5]. The catalyst class is: 5. Reactant: [Cl:1][C:2]1[CH:11]=[C:10]([O:12][CH:13]([CH3:15])[CH3:14])[C:9]([N:16]2[CH:20]=[CH:19][CH:18]=[N:17]2)=[CH:8][C:3]=1[C:4](OC)=[O:5].[NH3:21]. (5) Reactant: [Cl:1][C:2]1[CH:3]=[C:4]([OH:9])[CH:5]=[N:6][C:7]=1[Cl:8].[CH3:10][O:11][C:12]1[CH:19]=[CH:18][C:15]([CH2:16]Cl)=[CH:14][CH:13]=1.C([O-])([O-])=O.[K+].[K+]. Product: [Cl:8][C:7]1[C:2]([Cl:1])=[CH:3][C:4]([O:9][CH2:16][C:15]2[CH:18]=[CH:19][C:12]([O:11][CH3:10])=[CH:13][CH:14]=2)=[CH:5][N:6]=1. The catalyst class is: 23. (6) Reactant: O[CH2:2][C:3]1[CH:4]=[C:5]([OH:9])[CH:6]=[CH:7][CH:8]=1.ClCCl.C(Br)(Br)(Br)[Br:14]. Product: [Br:14][CH2:2][C:3]1[CH:4]=[C:5]([OH:9])[CH:6]=[CH:7][CH:8]=1. The catalyst class is: 10. (7) Reactant: [CH2:1]([NH:3][C:4]1[CH:9]=[CH:8][C:7]([C:10]([OH:19])([C:15]([F:18])([F:17])[F:16])[C:11]([F:14])([F:13])[F:12])=[CH:6][CH:5]=1)[CH3:2].[N+:20]([C:23]1[CH:28]=[CH:27][C:26]([S:29](Cl)(=[O:31])=[O:30])=[CH:25][CH:24]=1)([O-:22])=[O:21].CN(C1C=CC=CN=1)C. Product: [CH2:1]([N:3]([C:4]1[CH:5]=[CH:6][C:7]([C:10]([OH:19])([C:11]([F:13])([F:14])[F:12])[C:15]([F:16])([F:18])[F:17])=[CH:8][CH:9]=1)[S:29]([C:26]1[CH:25]=[CH:24][C:23]([N+:20]([O-:22])=[O:21])=[CH:28][CH:27]=1)(=[O:30])=[O:31])[CH3:2]. The catalyst class is: 17.